Dataset: Catalyst prediction with 721,799 reactions and 888 catalyst types from USPTO. Task: Predict which catalyst facilitates the given reaction. (1) The catalyst class is: 161. Product: [N:5]1[CH:6]=[CH:7][C:2]([N:10]2[CH2:11][CH2:12][C:13]3[C:18](=[CH:17][CH:16]=[CH:15][CH:14]=3)[CH2:9]2)=[CH:3][CH:4]=1. Reactant: Cl[C:2]1[CH:7]=[CH:6][N:5]=[CH:4][CH:3]=1.Cl.[CH2:9]1[C:18]2[C:13](=[CH:14][CH:15]=[CH:16][CH:17]=2)[CH2:12][CH2:11][NH:10]1.[OH-].[Na+]. (2) Reactant: [F:1][C:2]1[CH:7]=[CH:6][C:5]([NH:8][C:9]([N:11]2[C:19]3[C:14](=[CH:15][C:16]([O:20][C:21]4[CH:26]=[C:25]([CH2:27][NH2:28])[N:24]=[CH:23][N:22]=4)=[CH:17][CH:18]=3)[CH:13]=[CH:12]2)=[O:10])=[CH:4][C:3]=1[C:29]([F:32])([F:31])[F:30].CCN(C(C)C)C(C)C.[Br:42][CH2:43][CH2:44][CH2:45][C:46](Cl)=[O:47]. Product: [F:1][C:2]1[CH:7]=[CH:6][C:5]([NH:8][C:9]([N:11]2[C:19]3[C:14](=[CH:15][C:16]([O:20][C:21]4[CH:26]=[C:25]([CH2:27][NH:28][C:46](=[O:47])[CH2:45][CH2:44][CH2:43][Br:42])[N:24]=[CH:23][N:22]=4)=[CH:17][CH:18]=3)[CH:13]=[CH:12]2)=[O:10])=[CH:4][C:3]=1[C:29]([F:30])([F:31])[F:32]. The catalyst class is: 124. (3) Reactant: OC[CH:3]1[C:12]2([CH2:15][CH2:14][CH2:13]2)[O:11][C:10]2[C:5](=[C:6]([CH3:19])[C:7]([OH:18])=[C:8]([CH3:17])[C:9]=2[CH3:16])[CH2:4]1.Cl.[CH3:21][O:22][NH2:23]. Product: [CH3:21][O:22][N:23]=[CH:4][C:3]1[C:12]2([CH2:13][CH2:14][CH2:15]2)[O:11][C:10]2[C:9](=[C:8]([CH3:17])[C:7]([OH:18])=[C:6]([CH3:19])[CH:5]=2)[CH:16]=1. The catalyst class is: 17. (4) Reactant: [CH3:1][CH:2]([NH:4][C:5]1[N:13]=[C:12]2[C:8]([N:9]=[C:10]([NH:22][C:23]3[C:28]([F:29])=[CH:27][C:26]([F:30])=[CH:25][C:24]=3[F:31])[N:11]2[C@@H:14]([CH3:21])[CH2:15][CH2:16][C:17](OC)=[O:18])=[CH:7][N:6]=1)[CH3:3].[NH3:32]. Product: [CH3:3][CH:2]([NH:4][C:5]1[N:13]=[C:12]2[C:8]([N:9]=[C:10]([NH:22][C:23]3[C:28]([F:29])=[CH:27][C:26]([F:30])=[CH:25][C:24]=3[F:31])[N:11]2[C@@H:14]([CH3:21])[CH2:15][CH2:16][C:17]([NH2:32])=[O:18])=[CH:7][N:6]=1)[CH3:1]. The catalyst class is: 5. (5) Reactant: [Cl:1][C:2]1[CH:7]=[CH:6][C:5]([C:8]2[CH:13]=[CH:12][CH:11]=[C:10]([C@@H:14]3[CH2:16][C@H:15]3[C:17](O)=[O:18])[CH:9]=2)=[CH:4][CH:3]=1.[C:20]1([C@H:26]([CH2:28][OH:29])[NH2:27])[CH:25]=[CH:24][CH:23]=[CH:22][CH:21]=1.C1C=CC2N(O)N=NC=2C=1.CCN=C=NCCCN(C)C.Cl. Product: [OH:29][CH2:28][CH:26]([NH:27][C:17]([C@@H:15]1[CH2:16][C@H:14]1[C:10]1[CH:9]=[C:8]([C:5]2[CH:4]=[CH:3][C:2]([Cl:1])=[CH:7][CH:6]=2)[CH:13]=[CH:12][CH:11]=1)=[O:18])[C:20]1[CH:25]=[CH:24][CH:23]=[CH:22][CH:21]=1. The catalyst class is: 2. (6) Reactant: [NH2:1][S:2]([NH:5][C:6](=[O:32])[CH2:7][CH2:8][C:9]1[CH:14]=[CH:13][C:12]([O:15][CH2:16][CH2:17][O:18][CH3:19])=[CH:11][C:10]=1[O:20][C:21]1[C:26]([Cl:27])=[CH:25][C:24]([C:28]([F:31])([F:30])[F:29])=[CH:23][N:22]=1)(=[O:4])=[O:3].C1(P(C2C=CC=CC=2)C2C=CC=CC=2)C=CC=CC=1.[CH3:52][O:53][CH2:54][CH2:55]O.N(C(OCC)=O)=NC(OCC)=O. Product: [NH2:1][S:2]([N:5]([CH2:55][CH2:54][O:53][CH3:52])[C:6](=[O:32])[CH2:7][CH2:8][C:9]1[CH:14]=[CH:13][C:12]([O:15][CH2:16][CH2:17][O:18][CH3:19])=[CH:11][C:10]=1[O:20][C:21]1[C:26]([Cl:27])=[CH:25][C:24]([C:28]([F:30])([F:29])[F:31])=[CH:23][N:22]=1)(=[O:4])=[O:3]. The catalyst class is: 207. (7) Reactant: Br[C:2]1[CH:7]=[C:6]([C:8]([F:11])([F:10])[F:9])[CH:5]=[C:4]([C:12]([F:15])([F:14])[F:13])[CH:3]=1.CCCCCCCCCCCCCCCC(OCC(OC(CCCCCCCCCCCCCCC)=O)COP(OCC(O)CO)(O)=O)=O.[CH3:65][NH:66][C:67]1[CH:68]=[C:69]2[C:74](=[CH:75][CH:76]=1)[N:73]=[C:72]([N:77]1[CH2:82][CH2:81][O:80][CH2:79][CH2:78]1)[CH:71]=[C:70]2[C:83]1[CH:88]=[CH:87][CH:86]=[CH:85][C:84]=1[CH3:89]. Product: [F:13][C:12]([F:15])([F:14])[C:4]1[CH:3]=[C:2]([N:66]([CH3:65])[C:67]2[CH:68]=[C:69]3[C:74](=[CH:75][CH:76]=2)[N:73]=[C:72]([N:77]2[CH2:78][CH2:79][O:80][CH2:81][CH2:82]2)[CH:71]=[C:70]3[C:83]2[CH:88]=[CH:87][CH:86]=[CH:85][C:84]=2[CH3:89])[CH:7]=[C:6]([C:8]([F:11])([F:10])[F:9])[CH:5]=1. The catalyst class is: 1. (8) Reactant: F[C:2]1[CH:7]=[CH:6][C:5]([N+:8]([O-:10])=[O:9])=[CH:4][C:3]=1[F:11].[NH:12]1[CH2:17][CH2:16][O:15][CH2:14][CH2:13]1.C(N(C(C)C)C(C)C)C. Product: [F:11][C:3]1[CH:4]=[C:5]([N+:8]([O-:10])=[O:9])[CH:6]=[CH:7][C:2]=1[N:12]1[CH2:17][CH2:16][O:15][CH2:14][CH2:13]1. The catalyst class is: 10. (9) Reactant: C([N:8]1[CH2:13][CH2:12][N:11]([CH2:14][CH2:15][C:16]2([CH2:21][N:22]3[CH2:26][CH2:25][CH2:24][C:23]3=[O:27])[CH2:20][CH2:19][CH2:18][CH2:17]2)[CH2:10][CH2:9]1)C1C=CC=CC=1.[H][H]. Product: [N:11]1([CH2:14][CH2:15][C:16]2([CH2:21][N:22]3[CH2:26][CH2:25][CH2:24][C:23]3=[O:27])[CH2:17][CH2:18][CH2:19][CH2:20]2)[CH2:10][CH2:9][NH:8][CH2:13][CH2:12]1. The catalyst class is: 293. (10) Reactant: [OH:1][C:2]1[CH:3]=[C:4]([C:8]2[N:9]=[C:10]3[C:16]([C:17](=[O:22])[C:18]([CH3:21])([CH3:20])[CH3:19])=[CH:15][N:14]([CH2:23][O:24][CH2:25][CH2:26][Si:27]([CH3:30])([CH3:29])[CH3:28])[C:11]3=[N:12][CH:13]=2)[CH:5]=[CH:6][CH:7]=1.C(N(C(C)C)CC)(C)C.[F:40][C:41]([F:72])([F:71])[C:42]([F:70])([F:69])[C:43]([F:68])([F:67])[C:44]([F:66])([F:65])[S:45](O[S:45]([C:44]([F:66])([F:65])[C:43]([F:67])([F:68])[C:42]([F:69])([F:70])[C:41]([F:40])([F:71])[F:72])(=[O:46])=[O:47])(=[O:47])=[O:46]. Product: [CH3:19][C:18]([CH3:21])([CH3:20])[C:17]([C:16]1[C:10]2[C:11](=[N:12][CH:13]=[C:8]([C:4]3[CH:3]=[C:2]([O:1][S:45]([C:44]([F:65])([F:66])[C:43]([F:67])([F:68])[C:42]([F:69])([F:70])[C:41]([F:72])([F:71])[F:40])(=[O:47])=[O:46])[CH:7]=[CH:6][CH:5]=3)[N:9]=2)[N:14]([CH2:23][O:24][CH2:25][CH2:26][Si:27]([CH3:29])([CH3:28])[CH3:30])[CH:15]=1)=[O:22]. The catalyst class is: 119.